From a dataset of Kir2.1 potassium channel HTS with 301,493 compounds. Binary Classification. Given a drug SMILES string, predict its activity (active/inactive) in a high-throughput screening assay against a specified biological target. (1) The result is 0 (inactive). The drug is Clc1ccc(CCNC(=O)Cn2nc(n3c(c2=O)ccc3)C)cc1. (2) The compound is S1C(C(N2C1c1c(C2=O)cccc1)C(=O)NCc1occc1)(C)C. The result is 0 (inactive). (3) The drug is O(c1ccc(C(c2ccccc2)(C)C)cc1)CCCNCCO. The result is 1 (active). (4) The compound is S(=O)(=O)(NC(=O)C)c1ccc(NC(=O)/C=C\c2c(nn(c2)c2ccccc2)c2ccccc2)cc1. The result is 0 (inactive). (5) The compound is O(c1ccc(Nc2nc(nc(n2)N)CN(C2CCCCC2)C)cc1)C. The result is 0 (inactive). (6) The drug is Clc1ccc(S(=O)(=O)c2ccc(cc2)C(=O)Nc2cccnc2)cc1. The result is 0 (inactive).